This data is from Reaction yield outcomes from USPTO patents with 853,638 reactions. The task is: Predict the reaction yield, written as a fraction of the theoretical maximum amount of product (1.0 means a 100% yield; for example, 0.34 means a 34% yield). (1) The reactants are [C:1]1([S:7]([N:10]2[C:22]3[CH:21]=[CH:20][CH:19]=[C:18]([O:23]C(=O)C)[C:17]=3[C:16]3[C:11]2=[CH:12][CH:13]=[CH:14][CH:15]=3)(=[O:9])=[O:8])[CH:6]=[CH:5][CH:4]=[CH:3][CH:2]=1.[OH-].[Na+]. The catalyst is CO. The product is [C:1]1([S:7]([N:10]2[C:22]3[CH:21]=[CH:20][CH:19]=[C:18]([OH:23])[C:17]=3[C:16]3[C:11]2=[CH:12][CH:13]=[CH:14][CH:15]=3)(=[O:9])=[O:8])[CH:2]=[CH:3][CH:4]=[CH:5][CH:6]=1. The yield is 0.990. (2) The reactants are [F:1][C:2]([F:16])([CH2:12][CH2:13][CH2:14][CH3:15])[C:3](=[O:11])[CH2:4]P(=O)(OC)OC.O.[OH-].[Li+].[C:20]([O:23][C@@H:24]1[C@H:28]([CH2:29][CH2:30][CH2:31][CH2:32][CH2:33][CH2:34][C:35]([O:37][CH3:38])=[O:36])[C@@H:27]([CH:39]=O)[C@H:26]([O:41][CH:42]2[CH2:47][CH2:46][CH2:45][CH2:44][O:43]2)[CH2:25]1)(=[O:22])[CH3:21].O. The catalyst is O1CCCC1. The product is [C:20]([O:23][C@@H:24]1[C@H:28]([CH2:29][CH2:30][CH2:31][CH2:32][CH2:33][CH2:34][C:35]([O:37][CH3:38])=[O:36])[C@@H:27](/[CH:39]=[CH:4]/[C:3](=[O:11])[C:2]([F:1])([F:16])[CH2:12][CH2:13][CH2:14][CH3:15])[C@H:26]([O:41][CH:42]2[CH2:47][CH2:46][CH2:45][CH2:44][O:43]2)[CH2:25]1)(=[O:22])[CH3:21]. The yield is 0.558. (3) The reactants are [NH2:1][C:2]1[N:7]=[CH:6][C:5]([C:8]2[O:12][N:11]=[C:10]([CH2:13][C:14]3[CH:19]=[CH:18][C:17]([OH:20])=[CH:16][CH:15]=3)[CH:9]=2)=[CH:4][CH:3]=1.O1CCCC1.[OH-].[Na+].Cl[CH2:29][C:30]1[CH:35]=[CH:34][C:33]([F:36])=[CH:32][N:31]=1. The catalyst is CN(C)C=O. The product is [F:36][C:33]1[CH:34]=[CH:35][C:30]([CH2:29][O:20][C:17]2[CH:18]=[CH:19][C:14]([CH2:13][C:10]3[CH:9]=[C:8]([C:5]4[CH:4]=[CH:3][C:2]([NH2:1])=[N:7][CH:6]=4)[O:12][N:11]=3)=[CH:15][CH:16]=2)=[N:31][CH:32]=1. The yield is 0.110. (4) The reactants are [CH3:1][O:2][C:3](=[O:16])[C:4]1[CH:9]=[C:8]([I:10])[C:7]([C:11]([F:14])([F:13])[F:12])=[CH:6][C:5]=1[NH2:15].[C:17](OC(=O)C)(=[O:19])[CH3:18].C(=O)([O-])O.[Na+]. The catalyst is C1(C)C=CC=CC=1.O. The product is [CH3:1][O:2][C:3](=[O:16])[C:4]1[CH:9]=[C:8]([I:10])[C:7]([C:11]([F:13])([F:14])[F:12])=[CH:6][C:5]=1[NH:15][C:17](=[O:19])[CH3:18]. The yield is 0.920. (5) The reactants are [CH:1]1([CH2:4][O:5][C:6](=[O:25])[CH:7]([C:12]2[CH:17]=[C:16]([O:18][CH2:19][CH:20]3[CH2:22][CH2:21]3)[C:15](I)=[C:14]([Cl:24])[CH:13]=2)[CH2:8][CH:9]([CH3:11])[CH3:10])[CH2:3][CH2:2]1.[F:26][C:27]([F:38])([F:37])[C:28]1[CH:33]=[CH:32][C:31](B(O)O)=[CH:30][CH:29]=1.[F-].[Cs+].O. The catalyst is COCCOC.C1C=CC(P(C2C=CC=CC=2)[C-]2C=CC=C2)=CC=1.C1C=CC(P(C2C=CC=CC=2)[C-]2C=CC=C2)=CC=1.Cl[Pd]Cl.[Fe+2].CCOC(C)=O. The yield is 0.700. The product is [CH:1]1([CH2:4][O:5][C:6](=[O:25])[CH:7]([C:12]2[CH:17]=[C:16]([O:18][CH2:19][CH:20]3[CH2:22][CH2:21]3)[C:15]([C:31]3[CH:32]=[CH:33][C:28]([C:27]([F:38])([F:37])[F:26])=[CH:29][CH:30]=3)=[C:14]([Cl:24])[CH:13]=2)[CH2:8][CH:9]([CH3:11])[CH3:10])[CH2:3][CH2:2]1. (6) The yield is 0.360. The catalyst is ClCCl.[Cl-].[Zn+2].[Cl-]. The product is [F:12][C:4]1[C:5]([N+:9]([O-:11])=[O:10])=[CH:6][CH:7]=[CH:8][C:3]=1[CH2:2][C:18]1[S:17][C:16]2[CH:19]=[C:20]([O:23][C:24]3[N:29]=[CH:28][CH:27]=[CH:26][N:25]=3)[CH:21]=[CH:22][C:15]=2[C:14]=1[CH3:13]. The reactants are Br[CH2:2][C:3]1[CH:8]=[CH:7][CH:6]=[C:5]([N+:9]([O-:11])=[O:10])[C:4]=1[F:12].[CH3:13][C:14]1[C:15]2[CH:22]=[CH:21][C:20]([O:23][C:24]3[N:29]=[CH:28][CH:27]=[CH:26][N:25]=3)=[CH:19][C:16]=2[S:17][CH:18]=1. (7) The reactants are Br[C:2]1[C:7]2[C:8](=[O:24])[N:9]3[CH2:16][CH2:15][N:14]([C:17]([O:19][C:20]([CH3:23])([CH3:22])[CH3:21])=[O:18])[CH2:13][CH:10]3[CH2:11][O:12][C:6]=2[CH:5]=[CH:4][CH:3]=1.[O:25]1[CH:29]=[CH:28][C:27](B(O)O)=[CH:26]1.C(=O)([O-])[O-].[K+].[K+].O. The catalyst is O1CCOCC1.O.Cl[Pd](Cl)([P](C1C=CC=CC=1)(C1C=CC=CC=1)C1C=CC=CC=1)[P](C1C=CC=CC=1)(C1C=CC=CC=1)C1C=CC=CC=1. The product is [O:25]1[CH:29]=[CH:28][C:27]([C:2]2[C:7]3[C:8](=[O:24])[N:9]4[CH2:16][CH2:15][N:14]([C:17]([O:19][C:20]([CH3:21])([CH3:22])[CH3:23])=[O:18])[CH2:13][CH:10]4[CH2:11][O:12][C:6]=3[CH:5]=[CH:4][CH:3]=2)=[CH:26]1. The yield is 0.920.